The task is: Predict the reactants needed to synthesize the given product.. This data is from Full USPTO retrosynthesis dataset with 1.9M reactions from patents (1976-2016). (1) Given the product [CH3:23][O:22][C:7]1[CH:8]=[C:9]2[C:4](=[CH:5][C:6]=1[O:24][CH3:25])[N:3]=[C:2]([NH:34][CH2:33][CH2:32][N:26]1[CH2:31][CH2:30][O:29][CH2:28][CH2:27]1)[N:11]=[C:10]2[N:12]([C:14]1[CH:19]=[CH:18][C:17]([O:20][CH3:21])=[CH:16][CH:15]=1)[CH3:13], predict the reactants needed to synthesize it. The reactants are: Cl[C:2]1[N:11]=[C:10]([N:12]([C:14]2[CH:19]=[CH:18][C:17]([O:20][CH3:21])=[CH:16][CH:15]=2)[CH3:13])[C:9]2[C:4](=[CH:5][C:6]([O:24][CH3:25])=[C:7]([O:22][CH3:23])[CH:8]=2)[N:3]=1.[N:26]1([CH2:32][CH2:33][NH2:34])[CH2:31][CH2:30][O:29][CH2:28][CH2:27]1. (2) Given the product [C:22]([N:21]([CH3:20])[C:17]([C:7]1[CH:6]=[CH:5][C:4]([CH:1]2[CH2:2][CH2:3]2)=[C:9]([S:10]([CH2:13][CH:14]([CH3:15])[CH3:16])(=[O:11])=[O:12])[N:8]=1)=[O:19])([CH3:25])([CH3:24])[CH3:23], predict the reactants needed to synthesize it. The reactants are: [CH:1]1([C:4]2[CH:5]=[CH:6][C:7]([C:17]([OH:19])=O)=[N:8][C:9]=2[S:10]([CH2:13][CH:14]([CH3:16])[CH3:15])(=[O:12])=[O:11])[CH2:3][CH2:2]1.[CH3:20][NH:21][C:22]([CH3:25])([CH3:24])[CH3:23].CN(C(ON1N=NC2C=CC=CC1=2)=[N+](C)C)C.[B-](F)(F)(F)F.CCN(C(C)C)C(C)C. (3) Given the product [Cl-:1].[CH2:10]([CH:7]1[CH2:8][NH:9][C:5](=[NH2+:2])[CH2:6]1)[CH2:11][CH3:12], predict the reactants needed to synthesize it. The reactants are: [Cl-:1].[NH4+:2].CO[C:5]1[CH2:6][CH:7]([CH2:10][CH2:11][CH3:12])[CH2:8][N:9]=1.